The task is: Predict the product of the given reaction.. This data is from Forward reaction prediction with 1.9M reactions from USPTO patents (1976-2016). (1) The product is: [C:19]([N:8]([C:9](=[O:18])[C:10]1[CH:11]=[C:12]([CH3:17])[CH:13]=[C:14]([CH3:16])[CH:15]=1)[NH:7][C:5]([C:4]1[CH:23]=[CH:24][C:25]([B:26]([OH:27])[OH:30])=[C:2]([NH:1][S:41]([C:35]2[CH:40]=[CH:39][CH:38]=[CH:37][CH:36]=2)(=[O:43])=[O:42])[CH:3]=1)=[O:6])([CH3:21])([CH3:20])[CH3:22]. Given the reactants [NH2:1][C:2]1[CH:3]=[C:4]([CH:23]=[CH:24][C:25]=1[B:26]1[O:30]C(C)(C)C(C)(C)[O:27]1)[C:5]([NH:7][N:8]([C:19]([CH3:22])([CH3:21])[CH3:20])[C:9](=[O:18])[C:10]1[CH:15]=[C:14]([CH3:16])[CH:13]=[C:12]([CH3:17])[CH:11]=1)=[O:6].[C:35]1([S:41](Cl)(=[O:43])=[O:42])[CH:40]=[CH:39][CH:38]=[CH:37][CH:36]=1, predict the reaction product. (2) Given the reactants [C:1]1([C:7]2[CH:12]=[C:11](Br)[CH:10]=[CH:9][N:8]=2)[CH:6]=[CH:5][CH:4]=[CH:3][CH:2]=1.[B:14]1([B:14]2[O:18][C:17]([CH3:20])([CH3:19])[C:16]([CH3:22])([CH3:21])[O:15]2)[O:18][C:17]([CH3:20])([CH3:19])[C:16]([CH3:22])([CH3:21])[O:15]1.C([O-])(=O)C.[K+], predict the reaction product. The product is: [C:1]1([C:7]2[CH:12]=[C:11]([B:14]3[O:18][C:17]([CH3:20])([CH3:19])[C:16]([CH3:22])([CH3:21])[O:15]3)[CH:10]=[CH:9][N:8]=2)[CH:6]=[CH:5][CH:4]=[CH:3][CH:2]=1. (3) Given the reactants [F:1][C:2]1[CH:7]=[CH:6][CH:5]=[C:4]([F:8])[C:3]=1[C:9]1[CH:10]=[C:11]2[C:15](=[CH:16][CH:17]=1)[N:14]([S:18]([C:21]1[CH:27]=[CH:26][C:24]([CH3:25])=[CH:23][CH:22]=1)(=[O:20])=[O:19])[CH:13]=[C:12]2B1OC(C)(C)C(C)(C)O1.Cl[C:38]1[CH:43]=[C:42]([O:44][CH3:45])[N:41]=[C:40]([NH:46][C@@H:47]2[CH2:52][CH2:51][CH2:50][N:49]([C:53]([O:55][C:56]([CH3:59])([CH3:58])[CH3:57])=[O:54])[CH2:48]2)[N:39]=1.C([O-])([O-])=O.[Na+].[Na+], predict the reaction product. The product is: [F:8][C:4]1[CH:5]=[CH:6][CH:7]=[C:2]([F:1])[C:3]=1[C:9]1[CH:10]=[C:11]2[C:15](=[CH:16][CH:17]=1)[N:14]([S:18]([C:21]1[CH:27]=[CH:26][C:24]([CH3:25])=[CH:23][CH:22]=1)(=[O:19])=[O:20])[CH:13]=[C:12]2[C:38]1[CH:43]=[C:42]([O:44][CH3:45])[N:41]=[C:40]([NH:46][C@@H:47]2[CH2:52][CH2:51][CH2:50][N:49]([C:53]([O:55][C:56]([CH3:59])([CH3:58])[CH3:57])=[O:54])[CH2:48]2)[N:39]=1. (4) Given the reactants C1(C)C=CC(S([Cl:10])(=O)=O)=CC=1.[NH2:12][C:13]1[C:14]([NH:18][C:19]([NH:21][C:22]2[C:26]([CH3:27])=[CH:25][S:24][C:23]=2[Cl:28])=S)=[CH:15][S:16][CH:17]=1.[OH-].[Na+].Cl, predict the reaction product. The product is: [ClH:10].[Cl:28][C:23]1[S:24][CH:25]=[C:26]([CH3:27])[C:22]=1[NH:21][C:19]1[NH:18][C:14]2=[CH:15][S:16][CH:17]=[C:13]2[N:12]=1. (5) Given the reactants [CH3:1][S:2]([C:5]1[CH:24]=[CH:23][C:8]([CH2:9][O:10][CH2:11][C@H:12]2[CH2:14][C@@H:13]2[CH:15]2[CH2:20][CH2:19][N:18]([C:21]#[N:22])[CH2:17][CH2:16]2)=[CH:7][CH:6]=1)(=[O:4])=[O:3].[OH:25][NH:26][C:27](=N)[CH:28]([CH3:30])[CH3:29].O.C1(C)C=CC(S(O)(=O)=O)=CC=1.C(=O)(O)[O-].[Na+], predict the reaction product. The product is: [CH:28]([C:27]1[N:22]=[C:21]([N:18]2[CH2:17][CH2:16][CH:15]([C@H:13]3[CH2:14][C@@H:12]3[CH2:11][O:10][CH2:9][C:8]3[CH:7]=[CH:6][C:5]([S:2]([CH3:1])(=[O:4])=[O:3])=[CH:24][CH:23]=3)[CH2:20][CH2:19]2)[O:25][N:26]=1)([CH3:30])[CH3:29]. (6) Given the reactants [OH-:1].[K+].[CH2:3]1[O:31][C:30]2[CH:29]=[CH:28][C:7]([O:8][C:9]3[CH:17]=[CH:16][CH:15]=[C:14]([O:18][C:19]4[CH:24]=[CH:23][C:22]5[O:25][CH2:26][O:27][C:21]=5[CH:20]=4)[C:10]=3[CH2:11][C:12]#N)=[CH:6][C:5]=2[O:4]1.[OH2:32], predict the reaction product. The product is: [CH2:3]1[O:31][C:30]2[CH:29]=[CH:28][C:7]([O:8][C:9]3[CH:17]=[CH:16][CH:15]=[C:14]([O:18][C:19]4[CH:24]=[CH:23][C:22]5[O:25][CH2:26][O:27][C:21]=5[CH:20]=4)[C:10]=3[CH2:11][C:12]([OH:32])=[O:1])=[CH:6][C:5]=2[O:4]1.